From a dataset of Reaction yield outcomes from USPTO patents with 853,638 reactions. Predict the reaction yield, written as a fraction of the theoretical maximum amount of product (1.0 means a 100% yield; for example, 0.34 means a 34% yield). (1) The reactants are I[C:2]1[CH:7]=[CH:6][C:5]([N+:8]([O-:10])=[O:9])=[CH:4][C:3]=1[O:11][CH3:12].[CH2:13]([N:16]1[CH2:20][CH2:19][CH2:18][CH2:17]1)[C:14]#[CH:15].CCN(CC)CC. The catalyst is C(#N)C.CCOC(C)=O.[Cu]I.C1C=CC([P]([Pd]([P](C2C=CC=CC=2)(C2C=CC=CC=2)C2C=CC=CC=2)([P](C2C=CC=CC=2)(C2C=CC=CC=2)C2C=CC=CC=2)[P](C2C=CC=CC=2)(C2C=CC=CC=2)C2C=CC=CC=2)(C2C=CC=CC=2)C2C=CC=CC=2)=CC=1. The product is [CH3:12][O:11][C:3]1[CH:4]=[C:5]([N+:8]([O-:10])=[O:9])[CH:6]=[CH:7][C:2]=1[C:15]#[C:14][CH2:13][N:16]1[CH2:20][CH2:19][CH2:18][CH2:17]1. The yield is 0.510. (2) The reactants are [F:1][C:2]([F:28])([F:27])[C:3]1[CH:4]=[CH:5][CH:6]=[C:7]2[C:12]=1[N:11]=[CH:10][CH:9]=[C:8]2[O:13][C:14]1[CH:15]=[C:16]2[C:21](=[CH:22][CH:23]=1)[C:20]([C:24](O)=[O:25])=[CH:19][CH:18]=[CH:17]2.[C:29]1([NH2:36])[CH:34]=[CH:33][CH:32]=[CH:31][C:30]=1[NH2:35]. No catalyst specified. The product is [NH2:35][C:30]1[CH:31]=[CH:32][CH:33]=[CH:34][C:29]=1[NH:36][C:24]([C:20]1[C:21]2[C:16](=[CH:15][C:14]([O:13][C:8]3[C:7]4[C:12](=[C:3]([C:2]([F:28])([F:1])[F:27])[CH:4]=[CH:5][CH:6]=4)[N:11]=[CH:10][CH:9]=3)=[CH:23][CH:22]=2)[CH:17]=[CH:18][CH:19]=1)=[O:25]. The yield is 0.810.